This data is from KCNQ2 potassium channel screen with 302,405 compounds. The task is: Binary Classification. Given a drug SMILES string, predict its activity (active/inactive) in a high-throughput screening assay against a specified biological target. (1) The drug is Clc1nccnc1N\N=C\c1ccc(OC)cc1. The result is 0 (inactive). (2) The drug is O(c1c(cccc1)C)CC(OCC(=O)NCc1occc1)=O. The result is 0 (inactive). (3) The result is 0 (inactive). The compound is S(c1n(nnn1)C1CCCC1)CC(=O)Nc1cc(c(NC(=O)CC)cc1)C. (4) The result is 0 (inactive). The compound is O=C(N1C(Cc2c1cccc2)C)Nc1c(cccc1)C. (5) The molecule is O=C(N1C(CC(c2c1cccc2)C)(C)C)NC1CCCCC1. The result is 0 (inactive). (6) The compound is S(=O)(=O)(NNC(=O)c1ccc(NC(=O)C2CC2)cc1)c1ccc(cc1)C. The result is 0 (inactive). (7) The compound is s1c(CC(=O)NCc2cc(ccc2)C(F)(F)F)ccc1. The result is 0 (inactive). (8) The drug is Clc1c(C(=O)NCC(=O)NCC(N2CCOCC2)c2sccc2)cccc1. The result is 0 (inactive). (9) The molecule is S1CCN=C1SCC(=O)NCc1ccc(cc1)C(OC)=O. The result is 0 (inactive).